This data is from Reaction yield outcomes from USPTO patents with 853,638 reactions. The task is: Predict the reaction yield, written as a fraction of the theoretical maximum amount of product (1.0 means a 100% yield; for example, 0.34 means a 34% yield). (1) The reactants are CCCCCC.C([Li])CCC.[CH2:12]([O:19][C:20]1[CH:25]=[CH:24][CH:23]=[CH:22][C:21]=1[CH2:26][C:27]1[CH:32]=[CH:31][C:30](Br)=[CH:29][CH:28]=1)[C:13]1[CH:18]=[CH:17][CH:16]=[CH:15][CH:14]=1.[C:34]1(=[O:39])[CH2:38][CH2:37][CH2:36][CH2:35]1.[Cl-].[NH4+]. The catalyst is C1COCC1. The product is [CH2:12]([O:19][C:20]1[CH:25]=[CH:24][CH:23]=[CH:22][C:21]=1[CH2:26][C:27]1[CH:32]=[CH:31][C:30]([C:34]2([OH:39])[CH2:38][CH2:37][CH2:36][CH2:35]2)=[CH:29][CH:28]=1)[C:13]1[CH:18]=[CH:17][CH:16]=[CH:15][CH:14]=1. The yield is 0.750. (2) The reactants are [Cl:1][C:2]1[C:6]([NH:7][C:8](=O)[CH3:9])=[CH:5][NH:4][N:3]=1.B(F)(F)F.CCOCC.[BH4-].[Na+].Cl.C(=O)(O)[O-].[Na+]. The catalyst is O.C(OCC)(=O)C.O1CCCC1. The product is [Cl:1][C:2]1[C:6]([NH:7][CH2:8][CH3:9])=[CH:5][NH:4][N:3]=1. The yield is 0.650. (3) The catalyst is [I-].C([N+](CCCC)(CCCC)CCCC)CCC.O. The yield is 0.890. The product is [CH2:21]([O:16][CH2:15][CH2:14][C:11]1[CH:12]=[CH:13][C:8]([CH2:7][C:6]2[CH:17]=[C:2]([Br:1])[CH:3]=[CH:4][C:5]=2[Cl:18])=[CH:9][CH:10]=1)[CH:20]=[CH2:19]. The reactants are [Br:1][C:2]1[CH:3]=[CH:4][C:5]([Cl:18])=[C:6]([CH:17]=1)[CH2:7][C:8]1[CH:13]=[CH:12][C:11]([CH2:14][CH2:15][OH:16])=[CH:10][CH:9]=1.[CH2:19](Br)[CH:20]=[CH2:21].[OH-].[K+]. (4) The reactants are Br[C:2]1[CH:3]=[C:4]2[C:8](=[CH:9][C:10]=1[Cl:11])[NH:7][N:6]=[C:5]2[C:12]([OH:14])=[O:13].[C:15]([C:18]1[CH:23]=[CH:22][C:21](B(O)O)=[CH:20][CH:19]=1)(=[O:17])[CH3:16].C(=O)([O-])[O-].[K+].[K+]. The catalyst is C1(C)C=CC=CC=1.CCO.C1C=CC(P(C2C=CC=CC=2)[C-]2C=CC=C2)=CC=1.C1C=CC(P(C2C=CC=CC=2)[C-]2C=CC=C2)=CC=1.Cl[Pd]Cl.[Fe+2]. The product is [C:15]([C:18]1[CH:23]=[CH:22][C:21]([C:2]2[CH:3]=[C:4]3[C:8](=[CH:9][C:10]=2[Cl:11])[NH:7][N:6]=[C:5]3[C:12]([OH:14])=[O:13])=[CH:20][CH:19]=1)(=[O:17])[CH3:16]. The yield is 0.400.